Dataset: Forward reaction prediction with 1.9M reactions from USPTO patents (1976-2016). Task: Predict the product of the given reaction. The product is: [C:5]1([CH:6]=[CH:20][C:17]2[CH:18]=[CH:19][CH:14]=[CH:15][CH:16]=2)[CH:8]=[CH:9][CH:2]=[CH:3][CH:4]=1. Given the reactants O[C:2]1[CH:9]=[CH:8][C:5]([CH:6]=O)=[CH:4][C:3]=1OC.CO[C:14]1[CH:19]=[CH:18][C:17]([CH2:20]C(O)=O)=[CH:16][CH:15]=1.N1CCCCC1.C(O)(=O)C, predict the reaction product.